This data is from Forward reaction prediction with 1.9M reactions from USPTO patents (1976-2016). The task is: Predict the product of the given reaction. (1) Given the reactants C([N:8](C(OC(C)(C)C)=O)[C:9]1[N:14]=[C:13]([C:15]2[NH:38][C:18]3=[N:19][CH:20]=[CH:21][C:22]([C:23]4[CH:24]=[CH:25][C:26]([O:31][CH:32]5[CH2:37][CH2:36][O:35][CH2:34][CH2:33]5)=[C:27]([CH:30]=4)[C:28]#[N:29])=[C:17]3[CH:16]=2)[CH:12]=[N:11][CH:10]=1)(OC(C)(C)C)=O, predict the reaction product. The product is: [NH2:8][C:9]1[N:14]=[C:13]([C:15]2[NH:38][C:18]3=[N:19][CH:20]=[CH:21][C:22]([C:23]4[CH:24]=[CH:25][C:26]([O:31][CH:32]5[CH2:37][CH2:36][O:35][CH2:34][CH2:33]5)=[C:27]([CH:30]=4)[C:28]#[N:29])=[C:17]3[CH:16]=2)[CH:12]=[N:11][CH:10]=1. (2) Given the reactants [CH3:1][C:2]1([CH3:19])[CH:11]=[C:10]([C:12]2[S:13][C:14]([CH3:17])=[CH:15][CH:16]=2)[C:9]2[C:4](=[CH:5][CH:6]=[C:7](Br)[CH:8]=2)[O:3]1.[Li]C(C)(C)C.CN([CH:28]=[O:29])C, predict the reaction product. The product is: [CH3:1][C:2]1([CH3:19])[CH:11]=[C:10]([C:12]2[S:13][C:14]([CH3:17])=[CH:15][CH:16]=2)[C:9]2[C:4](=[CH:5][CH:6]=[C:7]([CH:28]=[O:29])[CH:8]=2)[O:3]1. (3) Given the reactants FC(F)(F)S(O[C:7]1[CH:8]=[CH:9][C:10]2[C:31]3[C:19](=[CH:20][C:21]4[N:22]([CH2:32][CH3:33])[C:23]5[CH:24]=[CH:25][CH:26]=[CH:27][C:28]=5[C:29]=4[CH:30]=3)[C:18]3[C:13](=[CH:14][CH:15]=[CH:16][CH:17]=3)[C:11]=2[CH:12]=1)(=O)=O.[C:36]1([C:55]2[CH:60]=[CH:59][CH:58]=[CH:57][CH:56]=2)[CH:41]=[CH:40][C:39]([NH:42][C:43]2[CH:48]=[CH:47][C:46]([C:49]3[CH:54]=[CH:53][CH:52]=[CH:51][CH:50]=3)=[CH:45][CH:44]=2)=[CH:38][CH:37]=1.C([O-])([O-])=O.[K+].[K+], predict the reaction product. The product is: [C:46]1([C:49]2[CH:50]=[CH:51][CH:52]=[CH:53][CH:54]=2)[CH:45]=[CH:44][C:43]([N:42]([C:39]2[CH:40]=[CH:41][C:36]([C:55]3[CH:60]=[CH:59][CH:58]=[CH:57][CH:56]=3)=[CH:37][CH:38]=2)[C:7]2[CH:8]=[CH:9][C:10]3[C:31]4[C:19](=[CH:20][C:21]5[N:22]([CH2:32][CH3:33])[C:23]6[CH:24]=[CH:25][CH:26]=[CH:27][C:28]=6[C:29]=5[CH:30]=4)[C:18]4[C:13](=[CH:14][CH:15]=[CH:16][CH:17]=4)[C:11]=3[CH:12]=2)=[CH:48][CH:47]=1. (4) Given the reactants Cl.[NH2:2][OH:3].[Cl:4][C:5]1[CH:6]=[C:7]([CH:10]=[CH:11][C:12]=1[O:13][CH:14]([CH3:16])[CH3:15])[CH:8]=O.[OH-].[Na+].CC1C=CC(S(NCl)(=O)=O)=CC=1.[C:31]([OH:35])(=[O:34])[C:32]#[CH:33].Cl, predict the reaction product. The product is: [Cl:4][C:5]1[CH:6]=[C:7]([C:8]2[CH:33]=[C:32]([C:31]([OH:35])=[O:34])[O:3][N:2]=2)[CH:10]=[CH:11][C:12]=1[O:13][CH:14]([CH3:16])[CH3:15]. (5) Given the reactants [CH:1]1([N:6]2[C:11](=[O:12])[CH:10]=[C:9]([OH:13])[C:8]([C:14]([NH:16][CH2:17][C:18]3[CH:23]=[CH:22][C:21]([Cl:24])=[C:20]([Cl:25])[CH:19]=3)=[O:15])=[CH:7]2)[CH2:5][CH2:4][CH2:3][CH2:2]1.C1([N:31]2[C:36](=[O:37])C=C(O)C(C(OC)=O)=C2)CCCC1.ClC1C=C(CN)C=CC=1Cl.[C:53]([O:56]CC)(=[O:55])[CH3:54], predict the reaction product. The product is: [CH:1]1([N:6]2[CH:7]=[C:8]([C:14]([NH:16][CH2:17][C:18]3[CH:23]=[CH:22][C:21]([Cl:24])=[C:20]([Cl:25])[CH:19]=3)=[O:15])[C:9]([OH:13])=[C:10]([C:36]([NH:31][CH2:54][C:53]([OH:56])=[O:55])=[O:37])[C:11]2=[O:12])[CH2:5][CH2:4][CH2:3][CH2:2]1. (6) Given the reactants [Br:1][C:2]1[CH:3]=[C:4]([C:9]([F:12])([F:11])[F:10])[C:5](=[O:8])[NH:6][CH:7]=1.I[CH:14]([CH3:16])[CH3:15], predict the reaction product. The product is: [Br:1][C:2]1[CH:3]=[C:4]([C:9]([F:10])([F:11])[F:12])[C:5]([O:8][CH:14]([CH3:16])[CH3:15])=[N:6][CH:7]=1. (7) Given the reactants [C:1]([C:5]1[O:9][N:8]=[C:7]([NH:10][C:11]([NH:13][C:14]2[CH:19]=[CH:18][CH:17]=[C:16]([C:20]#[C:21][C:22]3[C:23](Cl)=[N:24][CH:25]=[N:26][CH:27]=3)[CH:15]=2)=[O:12])[CH:6]=1)([CH3:4])([CH3:3])[CH3:2].[N:29]1([CH2:35][CH2:36][CH2:37][NH2:38])[CH2:34][CH2:33][O:32][CH2:31][CH2:30]1, predict the reaction product. The product is: [C:1]([C:5]1[O:9][N:8]=[C:7]([NH:10][C:11]([NH:13][C:14]2[CH:19]=[CH:18][CH:17]=[C:16]([C:20]#[C:21][C:22]3[C:23]([NH:38][CH2:37][CH2:36][CH2:35][N:29]4[CH2:34][CH2:33][O:32][CH2:31][CH2:30]4)=[N:24][CH:25]=[N:26][CH:27]=3)[CH:15]=2)=[O:12])[CH:6]=1)([CH3:4])([CH3:3])[CH3:2]. (8) Given the reactants [Br:1][C:2]1[CH:7]=[C:6]([Cl:8])[C:5]([OH:9])=[C:4]([Cl:10])[CH:3]=1.F[C:12]1[CH:13]=[CH:14][C:15]([N+:22]([O-:24])=[O:23])=[C:16]([C:18]([F:21])([F:20])[F:19])[CH:17]=1.C(=O)([O-])[O-].[K+].[K+], predict the reaction product. The product is: [Cl:10][C:4]1[CH:3]=[C:2]([Br:1])[CH:7]=[C:6]([Cl:8])[C:5]=1[O:9][C:12]1[CH:13]=[CH:14][C:15]([N+:22]([O-:24])=[O:23])=[C:16]([C:18]([F:19])([F:21])[F:20])[CH:17]=1. (9) The product is: [C:25]([C:28]1[CH:33]=[CH:32][CH:31]=[CH:30][C:29]=1[C:5]1[C:4]([C:3]([OH:2])=[O:24])=[CH:9][C:8]([C:10]2[S:11][CH:12]=[C:13]([C:15]3[CH:20]=[CH:19][C:18]([Cl:21])=[C:17]([Cl:22])[CH:16]=3)[N:14]=2)=[CH:7][CH:6]=1)(=[O:27])[CH3:26]. Given the reactants C[O:2][C:3](=[O:24])[C:4]1[CH:9]=[C:8]([C:10]2[S:11][CH:12]=[C:13]([C:15]3[CH:20]=[CH:19][C:18]([Cl:21])=[C:17]([Cl:22])[CH:16]=3)[N:14]=2)[CH:7]=[CH:6][C:5]=1Br.[C:25]([C:28]1[CH:33]=[CH:32][CH:31]=[CH:30][C:29]=1B(O)O)(=[O:27])[CH3:26], predict the reaction product.